Regression. Given a peptide amino acid sequence and an MHC pseudo amino acid sequence, predict their binding affinity value. This is MHC class I binding data. From a dataset of Peptide-MHC class I binding affinity with 185,985 pairs from IEDB/IMGT. (1) The peptide sequence is RFLEFEALGF. The MHC is HLA-A23:01 with pseudo-sequence HLA-A23:01. The binding affinity (normalized) is 0.966. (2) The peptide sequence is KRWLLISL. The MHC is H-2-Db with pseudo-sequence H-2-Db. The binding affinity (normalized) is 0.0331. (3) The peptide sequence is STFAASGPF. The MHC is HLA-B35:01 with pseudo-sequence HLA-B35:01. The binding affinity (normalized) is 0.648. (4) The peptide sequence is SPAAAQKATL. The MHC is HLA-B07:02 with pseudo-sequence HLA-B07:02. The binding affinity (normalized) is 0.873.